Dataset: Catalyst prediction with 721,799 reactions and 888 catalyst types from USPTO. Task: Predict which catalyst facilitates the given reaction. Reactant: [F:1][C:2]([F:28])([F:27])[C:3]1[CH:8]=[CH:7][C:6]([C:9]2[S:10][C:11]([CH2:25][OH:26])=[C:12]([CH2:14][N:15]3[CH2:20][CH2:19][CH:18]([C:21]([F:24])([F:23])[F:22])[CH2:17][CH2:16]3)[N:13]=2)=[CH:5][CH:4]=1. The catalyst class is: 742. Product: [F:28][C:2]([F:1])([F:27])[C:3]1[CH:8]=[CH:7][C:6]([C:9]2[S:10][C:11]([CH:25]=[O:26])=[C:12]([CH2:14][N:15]3[CH2:20][CH2:19][CH:18]([C:21]([F:23])([F:22])[F:24])[CH2:17][CH2:16]3)[N:13]=2)=[CH:5][CH:4]=1.